Dataset: Forward reaction prediction with 1.9M reactions from USPTO patents (1976-2016). Task: Predict the product of the given reaction. (1) Given the reactants [Cl:1][S:2]([OH:5])(=O)=[O:3].[F:6][C:7]([F:19])([F:18])[C:8]([NH:10][C:11]1[CH:16]=[CH:15][CH:14]=[CH:13][C:12]=1[CH3:17])=[O:9], predict the reaction product. The product is: [CH3:17][C:12]1[CH:13]=[C:14]([S:2]([Cl:1])(=[O:5])=[O:3])[CH:15]=[CH:16][C:11]=1[NH:10][C:8](=[O:9])[C:7]([F:6])([F:18])[F:19]. (2) Given the reactants O1CC[O:3][CH:2]1[C:6]1[CH:7]=[C:8]2[C:12](=[CH:13][CH:14]=1)[N:11]([CH2:15][O:16][CH2:17][CH2:18][Si:19]([CH3:22])([CH3:21])[CH3:20])[N:10]=[C:9]2I.[CH:24]1([CH2:27][OH:28])[CH2:26][CH2:25]1, predict the reaction product. The product is: [CH:24]1([CH2:27][O:28][C:9]2[C:8]3[C:12](=[CH:13][CH:14]=[C:6]([CH:2]=[O:3])[CH:7]=3)[N:11]([CH2:15][O:16][CH2:17][CH2:18][Si:19]([CH3:20])([CH3:21])[CH3:22])[N:10]=2)[CH2:26][CH2:25]1. (3) Given the reactants [CH3:1][S:2][C:3]1[CH:8]=[CH:7][C:6]([NH2:9])=[CH:5][CH:4]=1.[C:10](O[C:10]([O:12][C:13]([CH3:16])([CH3:15])[CH3:14])=[O:11])([O:12][C:13]([CH3:16])([CH3:15])[CH3:14])=[O:11], predict the reaction product. The product is: [CH3:1][S:2][C:3]1[CH:8]=[CH:7][C:6]([NH:9][C:10](=[O:11])[O:12][C:13]([CH3:16])([CH3:15])[CH3:14])=[CH:5][CH:4]=1. (4) Given the reactants Br[C:2]1[CH:3]=[C:4]2[C:8](=[CH:9][CH:10]=1)[NH:7][CH:6]=[C:5]2[CH2:11][CH2:12][CH2:13][N:14]1[CH2:19][CH2:18][O:17][CH2:16][CH2:15]1.C(P(C(C)(C)C)C(C)(C)C)(C)(C)C.C[Si]([N-:37][Si](C)(C)C)(C)C.[Li+].N, predict the reaction product. The product is: [O:17]1[CH2:18][CH2:19][N:14]([CH2:13][CH2:12][CH2:11][C:5]2[C:4]3[C:8](=[CH:9][CH:10]=[C:2]([NH2:37])[CH:3]=3)[NH:7][CH:6]=2)[CH2:15][CH2:16]1. (5) Given the reactants [C:1]([NH:4][C:5]12[CH2:14][CH:9]3[CH2:10][CH:11]([CH2:13][CH:7]([C:8]3=[O:15])[CH2:6]1)[CH2:12]2)(=[O:3])[CH3:2].[BH4-].[Na+], predict the reaction product. The product is: [C:1]([NH:4][C:5]12[CH2:14][CH:9]3[CH2:10][CH:11]([CH2:13][CH:7]([CH:8]3[OH:15])[CH2:6]1)[CH2:12]2)(=[O:3])[CH3:2]. (6) Given the reactants [NH:1]([C:3]([CH:5]1[CH2:10][CH2:9][N:8]([C:11](OC(C)(C)C)=O)[CH2:7][CH2:6]1)=O)[NH2:2].[N:18]1[CH:23]=[CH:22][CH:21]=[CH:20][C:19]=1[C:24]#[N:25].[CH3:26][C:27]1[N:50]=[C:30]2[N:31]=[C:32]([C:42]3[CH:49]=[CH:48][C:45](C=O)=[CH:44][CH:43]=3)[C:33]([C:36]3[CH:41]=[CH:40][CH:39]=[CH:38][CH:37]=3)=[C:34]([CH3:35])[N:29]2[N:28]=1.[BH-](OC(C)=O)(OC(C)=O)OC(C)=O.[Na+], predict the reaction product. The product is: [CH3:26][C:27]1[N:50]=[C:30]2[N:31]=[C:32]([C:42]3[CH:49]=[CH:48][C:45]([CH2:11][N:8]4[CH2:7][CH2:6][CH:5]([C:3]5[N:25]=[C:24]([C:19]6[CH:20]=[CH:21][CH:22]=[CH:23][N:18]=6)[NH:2][N:1]=5)[CH2:10][CH2:9]4)=[CH:44][CH:43]=3)[C:33]([C:36]3[CH:41]=[CH:40][CH:39]=[CH:38][CH:37]=3)=[C:34]([CH3:35])[N:29]2[N:28]=1. (7) Given the reactants [Cl:1][C:2]1[CH:3]=[C:4]2[C:8](=[CH:9][CH:10]=1)[NH:7][C:6]([C:11]([NH:13][NH:14][C:15](=[O:24])[C:16]1[CH:21]=[CH:20][C:19]([F:22])=[CH:18][C:17]=1[NH2:23])=[O:12])=[CH:5]2.Cl.O1CCOCC1.C(OCC)C, predict the reaction product. The product is: [ClH:1].[Cl:1][C:2]1[CH:3]=[C:4]2[C:8](=[CH:9][CH:10]=1)[NH:7][C:6]([C:11]([NH:13][NH:14][C:15](=[O:24])[C:16]1[CH:21]=[CH:20][C:19]([F:22])=[CH:18][C:17]=1[NH2:23])=[O:12])=[CH:5]2.